Dataset: Full USPTO retrosynthesis dataset with 1.9M reactions from patents (1976-2016). Task: Predict the reactants needed to synthesize the given product. (1) Given the product [Br-:1].[CH:2]1([C@@:7]([OH:33])([C:27]2[CH:28]=[CH:29][CH:30]=[CH:31][CH:32]=2)[C:8]([O:10][CH:11]2[CH2:12][CH2:13][N+:14]([CH3:26])([CH2:17][CH2:18][O:62][C:63]3[CH:68]=[CH:67][CH:66]=[CH:65][CH:64]=3)[CH2:15][CH2:16]2)=[O:9])[CH2:6][CH2:5][CH2:4][CH2:3]1, predict the reactants needed to synthesize it. The reactants are: [Br-:1].[CH:2]1([C@@:7]([OH:33])([C:27]2[CH:32]=[CH:31][CH:30]=[CH:29][CH:28]=2)[C:8]([O:10][CH:11]2[CH2:16][CH2:15][N+:14]([CH3:26])([CH2:17][CH2:18]CC3C=CC=CC=3)[CH2:13][CH2:12]2)=[O:9])[CH2:6][CH2:5][CH2:4][CH2:3]1.[Br-].OC1CC[N+](C)(CCCC2C=CC=CC=2)CC1.[Br-].OC1CC[N+](C)(CC[O:62][C:63]2[CH:68]=[CH:67][CH:66]=[CH:65][CH:64]=2)CC1. (2) Given the product [CH:13]1([CH2:12][NH:11][S:8]([C:5]2[CH:6]=[CH:7][C:2]([NH:20][C:21]3[CH:26]=[CH:25][CH:24]=[CH:23][CH:22]=3)=[CH:3][C:4]=2[C:16]([F:19])([F:18])[F:17])(=[O:10])=[O:9])[CH2:15][CH2:14]1, predict the reactants needed to synthesize it. The reactants are: Br[C:2]1[CH:7]=[CH:6][C:5]([S:8]([NH:11][CH2:12][CH:13]2[CH2:15][CH2:14]2)(=[O:10])=[O:9])=[C:4]([C:16]([F:19])([F:18])[F:17])[CH:3]=1.[NH2:20][C:21]1[CH:26]=[CH:25][CH:24]=[CH:23][CH:22]=1.C1C=CC(P(C2C(C3C(P(C4C=CC=CC=4)C4C=CC=CC=4)=CC=C4C=3C=CC=C4)=C3C(C=CC=C3)=CC=2)C2C=CC=CC=2)=CC=1.C(=O)([O-])[O-].[Cs+].[Cs+]. (3) Given the product [CH2:1]([O:8][C@H:9]([CH3:40])[C@H:10]([NH2:20])[CH2:11][O:12][Si:13]([C:16]([CH3:18])([CH3:17])[CH3:19])([CH3:15])[CH3:14])[C:2]1[CH:7]=[CH:6][CH:5]=[CH:4][CH:3]=1, predict the reactants needed to synthesize it. The reactants are: [CH2:1]([O:8][C@H:9]([CH3:40])[C@H:10]([NH:20]C(C1C=CC=CC=1)(C1C=CC=CC=1)C1C=CC=CC=1)[CH2:11][O:12][Si:13]([C:16]([CH3:19])([CH3:18])[CH3:17])([CH3:15])[CH3:14])[C:2]1[CH:7]=[CH:6][CH:5]=[CH:4][CH:3]=1.B(F)(F)F.CCOCC.[OH-].[Na+]. (4) Given the product [Cl:1][C:2]1[N:3]=[CH:4][C:5]2[CH2:6][CH2:7][CH2:8][C:9](=[N:18][OH:19])[C:10]=2[CH:11]=1, predict the reactants needed to synthesize it. The reactants are: [Cl:1][C:2]1[N:3]=[CH:4][C:5]2[CH2:6][CH2:7][CH2:8][CH2:9][C:10]=2[CH:11]=1.CC([O-])(C)C.[K+].[N:18](OC(C)(C)C)=[O:19]. (5) Given the product [O:21]=[C:15]1[CH:14]([N:7]2[C:6](=[O:22])[C:5]3[C:9](=[CH:10][CH:11]=[CH:12][C:4]=3[CH2:3][NH:2][C:36]([C:35]3[O:34][CH:33]=[N:32][C:31]=3[CH3:30])=[O:37])[C:8]2=[O:13])[CH2:19][CH2:18][C:17](=[O:20])[NH:16]1, predict the reactants needed to synthesize it. The reactants are: Cl.[NH2:2][CH2:3][C:4]1[CH:12]=[CH:11][CH:10]=[C:9]2[C:5]=1[C:6](=[O:22])[N:7]([CH:14]1[CH2:19][CH2:18][C:17](=[O:20])[NH:16][C:15]1=[O:21])[C:8]2=[O:13].C(N(CC)CC)C.[CH3:30][C:31]1[N:32]=[CH:33][O:34][C:35]=1[C:36](Cl)=[O:37]. (6) Given the product [Cl:25][C:26]1[CH:51]=[CH:50][CH:49]=[CH:48][C:27]=1[CH:28]([O:36][CH:37]1[CH2:38][N:39]([C:41]([NH:43][CH:44]2[CH2:46][CH2:21][CH2:3][CH2:4][CH2:47]2)=[O:42])[CH2:40]1)[C:29]1[CH:34]=[CH:33][CH:32]=[CH:31][C:30]=1[Cl:35], predict the reactants needed to synthesize it. The reactants are: Cl.Cl[C:3]1[CH:21]=CC=C[C:4]=1C(OC1CNC1)C1C=CC=CC=1Cl.[N-]=C=O.[Cl:25][C:26]1[CH:51]=[CH:50][CH:49]=[CH:48][C:27]=1[CH:28]([O:36][CH:37]1[CH2:40][N:39]([C:41]([NH:43][C:44]([CH3:47])([CH3:46])C)=[O:42])[CH2:38]1)[C:29]1[CH:34]=[CH:33][CH:32]=[CH:31][C:30]=1[Cl:35]. (7) The reactants are: [C:1]([CH:4]([CH2:15][C:16](=O)[C:17]1[CH:22]=[CH:21][CH:20]=[CH:19][CH:18]=1)[C:5]([O:7][CH2:8][C:9]1[CH:14]=[CH:13][CH:12]=[CH:11][CH:10]=1)=[O:6])(=O)[CH3:2].C([O-])(=O)C.[NH4+:28]. Given the product [CH3:2][C:1]1[NH:28][C:16]([C:17]2[CH:22]=[CH:21][CH:20]=[CH:19][CH:18]=2)=[CH:15][C:4]=1[C:5]([O:7][CH2:8][C:9]1[CH:14]=[CH:13][CH:12]=[CH:11][CH:10]=1)=[O:6], predict the reactants needed to synthesize it. (8) The reactants are: [Cl:1][C:2]1[CH:7]=[CH:6][CH:5]=[C:4]([N:8]=[C:9]=[O:10])[CH:3]=1.[CH3:11][CH:12]([CH3:35])[CH:13]([NH:18][C:19]([C:21]1[S:22][C:23]([C:26]2[CH:31]=[CH:30][C:29]([N+:32]([O-])=O)=[CH:28][CH:27]=2)=[CH:24][N:25]=1)=[O:20])[C:14]([O:16][CH3:17])=[O:15]. Given the product [Cl:1][C:2]1[CH:3]=[C:4]([NH:8][C:9](=[O:10])[NH:32][C:29]2[CH:30]=[CH:31][C:26]([C:23]3[S:22][C:21]([C:19]([NH:18][C@@H:13]([CH:12]([CH3:35])[CH3:11])[C:14]([O:16][CH3:17])=[O:15])=[O:20])=[N:25][CH:24]=3)=[CH:27][CH:28]=2)[CH:5]=[CH:6][CH:7]=1, predict the reactants needed to synthesize it.